This data is from Full USPTO retrosynthesis dataset with 1.9M reactions from patents (1976-2016). The task is: Predict the reactants needed to synthesize the given product. Given the product [OH:5][CH2:6][C:7]1[C:11]([C:12]([O:14][CH2:22][C:23]2[CH:28]=[CH:27][CH:26]=[CH:25][CH:24]=2)=[O:13])=[C:10]([CH3:15])[NH:9][N:8]=1, predict the reactants needed to synthesize it. The reactants are: C([O:5][CH2:6][C:7]1[C:11]([C:12]([OH:14])=[O:13])=[C:10]([CH3:15])[NH:9][N:8]=1)(C)(C)C.C([O-])([O-])=O.[Cs+].[Cs+].[CH2:22](Br)[C:23]1[CH:28]=[CH:27][CH:26]=[CH:25][CH:24]=1.C(O)(C(F)(F)F)=O.